This data is from Full USPTO retrosynthesis dataset with 1.9M reactions from patents (1976-2016). The task is: Predict the reactants needed to synthesize the given product. (1) The reactants are: C(O[C:6]([N:8]1[CH2:13][CH2:12][N:11]([CH2:14][C:15]2[CH:19]=[C:18]([CH3:20])[O:17][N:16]=2)[CH2:10][CH2:9]1)=O)(C)(C)C.[NH2:21][C:22]1[C:27]([N+:28]([O-:30])=[O:29])=C(Cl)[C:25]([Cl:32])=[CH:24][N:23]=1.C(N(C(C)C)CC)(C)C. Given the product [Cl:32][C:25]1[C:6]([N:8]2[CH2:9][CH2:10][N:11]([CH2:14][C:15]3[CH:19]=[C:18]([CH3:20])[O:17][N:16]=3)[CH2:12][CH2:13]2)=[C:27]([N+:28]([O-:30])=[O:29])[C:22]([NH2:21])=[N:23][CH:24]=1, predict the reactants needed to synthesize it. (2) Given the product [CH:10]([N:13]1[CH2:18][CH2:17][CH:16]([N:19]([CH2:26][C:27]2[S:28][CH:29]=[CH:30][N:31]=2)[S:20]([CH2:23][CH2:24][NH:25][C:7]([C:5]2[S:6][C:2]([Cl:1])=[CH:3][CH:4]=2)=[O:9])(=[O:21])=[O:22])[CH2:15][CH2:14]1)([CH3:12])[CH3:11], predict the reactants needed to synthesize it. The reactants are: [Cl:1][C:2]1[S:6][C:5]([C:7]([OH:9])=O)=[CH:4][CH:3]=1.[CH:10]([N:13]1[CH2:18][CH2:17][CH:16]([N:19]([CH2:26][C:27]2[S:28][CH:29]=[CH:30][N:31]=2)[S:20]([CH2:23][CH2:24][NH2:25])(=[O:22])=[O:21])[CH2:15][CH2:14]1)([CH3:12])[CH3:11]. (3) Given the product [F:29][C:30]([F:45])([F:44])[C:31]1[CH:32]=[C:33]([C:34]([N:8]2[CH2:13][CH2:12][C@H:11]([N:26]3[CH2:27][CH2:28][N:23]([CH3:22])[CH2:24][CH2:25]3)[C@H:10]([C:15]3[CH:20]=[CH:19][CH:18]=[CH:17][C:16]=3[Cl:21])[CH2:9]2)=[O:35])[CH:37]=[C:38]([C:40]([F:43])([F:42])[F:41])[CH:39]=1, predict the reactants needed to synthesize it. The reactants are: C([N:8]1[CH2:13][CH2:12][C:11](=O)[CH:10]([C:15]2[CH:20]=[CH:19][CH:18]=[CH:17][C:16]=2[Cl:21])[CH2:9]1)C1C=CC=CC=1.[CH3:22][N:23]1[CH2:28][CH2:27][NH:26][CH2:25][CH2:24]1.[F:29][C:30]([F:45])([F:44])[C:31]1[CH:32]=[C:33]([CH:37]=[C:38]([C:40]([F:43])([F:42])[F:41])[CH:39]=1)[C:34](Cl)=[O:35]. (4) Given the product [CH:27]1([N:30]2[CH2:35][CH2:34][N:33]([C:19]([C:18]3[CH:22]=[CH:23][C:15]([N:12]4[C:13]([OH:14])=[C:9]([C:6]5[CH:7]=[CH:8][C:3]([C:1]#[N:2])=[CH:4][C:5]=5[CH3:24])[CH:10]=[N:11]4)=[N:16][CH:17]=3)=[O:21])[CH2:32][C@@H:31]2[CH3:36])[CH2:29][CH2:28]1, predict the reactants needed to synthesize it. The reactants are: [C:1]([C:3]1[CH:8]=[CH:7][C:6]([C:9]2[CH:10]=[N:11][N:12]([C:15]3[CH:23]=[CH:22][C:18]([C:19]([OH:21])=O)=[CH:17][N:16]=3)[C:13]=2[OH:14])=[C:5]([CH3:24])[CH:4]=1)#[N:2].Cl.Cl.[CH:27]1([N:30]2[CH2:35][CH2:34][NH:33][CH2:32][C@@H:31]2[CH3:36])[CH2:29][CH2:28]1. (5) The reactants are: [Cl:1][CH2:2][CH:3]1[C:11]2[C:10]3[CH:12]=[CH:13][C:14]([NH:16][C:17]([O:19][C:20]([CH3:23])([CH3:22])[CH3:21])=[O:18])=[CH:15][C:9]=3[C:8]([N+:24]([O-:26])=[O:25])=[CH:7][C:6]=2[NH:5][CH2:4]1.Cl.[CH3:28][N:29]([CH3:45])[CH2:30][CH2:31][O:32][C:33]1[CH:34]=[C:35]2[C:39](=[CH:40][CH:41]=1)[NH:38][C:37]([C:42](O)=[O:43])=[CH:36]2.CCN=C=NCCCN(C)C.CC1C=CC(S(O)(=O)=O)=CC=1.N. Given the product [Cl:1][CH2:2][CH:3]1[C:11]2[C:10]3[CH:12]=[CH:13][C:14]([NH:16][C:17]([O:19][C:20]([CH3:23])([CH3:21])[CH3:22])=[O:18])=[CH:15][C:9]=3[C:8]([N+:24]([O-:26])=[O:25])=[CH:7][C:6]=2[N:5]([C:42]([C:37]2[NH:38][C:39]3[C:35]([CH:36]=2)=[CH:34][C:33]([O:32][CH2:31][CH2:30][N:29]([CH3:45])[CH3:28])=[CH:41][CH:40]=3)=[O:43])[CH2:4]1, predict the reactants needed to synthesize it. (6) Given the product [ClH:32].[NH:21]1[C:29]2=[N:28][CH:27]=[CH:26][CH:25]=[C:24]2[C:23]([CH:30]=[C:6]2[O:5][C:4]([NH:7][CH2:8][CH2:9][C:10]3[CH:11]=[CH:12][CH:13]=[CH:14][CH:15]=3)=[C:3]([C:16]([O:18][CH2:19][CH3:20])=[O:17])[C:2]2=[O:1])=[CH:22]1, predict the reactants needed to synthesize it. The reactants are: [O:1]=[C:2]1[CH2:6][O:5][C:4]([NH:7][CH2:8][CH2:9][C:10]2[CH:15]=[CH:14][CH:13]=[CH:12][CH:11]=2)=[C:3]1[C:16]([O:18][CH2:19][CH3:20])=[O:17].[NH:21]1[C:29]2[C:24](=[CH:25][CH:26]=[CH:27][N:28]=2)[C:23]([CH:30]=O)=[CH:22]1.[ClH:32]. (7) Given the product [Cl:35][C:36]1[CH:43]=[CH:42][CH:41]=[C:40]([Cl:44])[C:37]=1[CH2:38][C:2]1[N:12]=[C:11]([NH:13][C:14]2[CH:15]=[CH:16][C:17]([N:20]3[CH2:25][CH2:24][NH:23][CH2:22][CH2:21]3)=[CH:18][CH:19]=2)[C:10]2[C:9](=[O:33])[NH:8][CH2:7][CH2:6][NH:5][C:4]=2[CH:3]=1, predict the reactants needed to synthesize it. The reactants are: Cl[C:2]1[N:12]=[C:11]([NH:13][C:14]2[CH:19]=[CH:18][C:17]([N:20]3[CH2:25][CH2:24][N:23](C(OC(C)(C)C)=O)[CH2:22][CH2:21]3)=[CH:16][CH:15]=2)[C:10]2[C:9](=[O:33])[NH:8][CH2:7][CH2:6][NH:5][C:4]=2[CH:3]=1.[Br-].[Cl:35][C:36]1[CH:43]=[CH:42][CH:41]=[C:40]([Cl:44])[C:37]=1[CH2:38][Zn+].